From a dataset of Catalyst prediction with 721,799 reactions and 888 catalyst types from USPTO. Predict which catalyst facilitates the given reaction. Reactant: [Cl:1][C:2]1[N:7]=[CH:6][C:5]([CH2:8][C:9]#N)=[CH:4][CH:3]=1.[CH2:11]([OH:13])[CH3:12].S(=O)(=O)(O)[OH:15].C(=O)(O)[O-].[Na+]. Product: [Cl:1][C:2]1[N:7]=[CH:6][C:5]([CH2:8][C:9]([O:13][CH2:11][CH3:12])=[O:15])=[CH:4][CH:3]=1. The catalyst class is: 6.